This data is from Full USPTO retrosynthesis dataset with 1.9M reactions from patents (1976-2016). The task is: Predict the reactants needed to synthesize the given product. (1) Given the product [C:1]([OH:6])(=[O:5])[C:2]([CH3:4])=[CH2:3].[C:1]1(=[O:6])[O:5][CH:2]1[CH2:12][CH3:13], predict the reactants needed to synthesize it. The reactants are: [C:1]([OH:6])(=[O:5])[C:2]([CH3:4])=[CH2:3].C(N([CH2:12][CH3:13])CC)C. (2) Given the product [NH2:1][C:2]1[CH:7]=[C:6]([C@H:8]2[CH2:12][CH2:11][CH2:10][C@@H:9]2[O:13][C:14]2[C:19]([F:20])=[CH:18][C:17]([S:21]([NH:24][C:25]3[CH:30]=[CH:29][N:28]=[CH:27][N:26]=3)(=[O:22])=[O:23])=[C:16]([F:42])[CH:15]=2)[CH:5]=[CH:4][N:3]=1, predict the reactants needed to synthesize it. The reactants are: [NH2:1][C:2]1[CH:7]=[C:6]([C@H:8]2[CH2:12][CH2:11][CH2:10][C@@H:9]2[O:13][C:14]2[C:19]([F:20])=[CH:18][C:17]([S:21]([N:24](CC3C=CC(OC)=CC=3OC)[C:25]3[CH:30]=[CH:29][N:28]=[CH:27][N:26]=3)(=[O:23])=[O:22])=[C:16]([F:42])[CH:15]=2)[CH:5]=[CH:4][N:3]=1.C([SiH](CC)CC)C.FC(F)(F)C(O)=O. (3) Given the product [NH:1]1[C:9]2[C:4](=[CH:5][C:6]([C:10]([N:22]3[CH2:27][CH2:26][CH2:25][CH2:24][CH2:23]3)=[O:12])=[CH:7][CH:8]=2)[CH:3]=[CH:2]1, predict the reactants needed to synthesize it. The reactants are: [NH:1]1[C:9]2[C:4](=[CH:5][C:6]([C:10]([OH:12])=O)=[CH:7][CH:8]=2)[CH:3]=[CH:2]1.CCN(C(C)C)C(C)C.[NH:22]1[CH2:27][CH2:26][CH2:25][CH2:24][CH2:23]1.CN(C(ON1N=NC2C=CC=CC1=2)=[N+](C)C)C.F[P-](F)(F)(F)(F)F. (4) Given the product [CH3:20][N:11]1[CH:12]=[C:13]([C:14]2[CH:15]=[CH:16][N:17]=[CH:18][CH:19]=2)[C:9]([C:6]2[N:7]=[CH:8][C:3]([C:1]#[C:2][C:22]3[CH:31]=[CH:30][C:29]4[C:24](=[CH:25][CH:26]=[CH:27][CH:28]=4)[N:23]=3)=[CH:4][CH:5]=2)=[N:10]1, predict the reactants needed to synthesize it. The reactants are: [C:1]([C:3]1[CH:4]=[CH:5][C:6]([C:9]2[C:13]([C:14]3[CH:19]=[CH:18][N:17]=[CH:16][CH:15]=3)=[CH:12][N:11]([CH3:20])[N:10]=2)=[N:7][CH:8]=1)#[CH:2].Br[C:22]1[CH:31]=[CH:30][C:29]2[C:24](=[CH:25][CH:26]=[CH:27][CH:28]=2)[N:23]=1.O. (5) Given the product [C:37]([O:36][C:34](=[O:35])[CH2:33][O:24][CH2:23][CH:22]([CH3:25])[CH2:21][O:20][C:18]1[C:19]2[C:11]([C:8]3[CH:7]=[CH:6][C:5]([O:4][CH3:3])=[CH:10][CH:9]=3)=[C:12]([C:26]3[CH:27]=[CH:28][CH:29]=[CH:30][CH:31]=3)[O:13][C:14]=2[N:15]=[CH:16][N:17]=1)([CH3:40])([CH3:39])[CH3:38], predict the reactants needed to synthesize it. The reactants are: [OH-].[Na+].[CH3:3][O:4][C:5]1[CH:10]=[CH:9][C:8]([C:11]2[C:19]3[C:18]([O:20][CH2:21][CH:22]([CH3:25])[CH2:23][OH:24])=[N:17][CH:16]=[N:15][C:14]=3[O:13][C:12]=2[C:26]2[CH:31]=[CH:30][CH:29]=[CH:28][CH:27]=2)=[CH:7][CH:6]=1.Br[CH2:33][C:34]([O:36][C:37]([CH3:40])([CH3:39])[CH3:38])=[O:35].Cl.